Dataset: Catalyst prediction with 721,799 reactions and 888 catalyst types from USPTO. Task: Predict which catalyst facilitates the given reaction. (1) Reactant: [Br-:1].[Br-].[Br-].C([N+](CCCC)(CCCC)CCCC)CCC.C([N+](CCCC)(CCCC)CCCC)CCC.C([N+](CCCC)(CCCC)CCCC)CCC.[CH2:55]([O:57][C:58]1[CH:59]=[CH:60][C:61]([CH2:65][CH3:66])=[C:62]([OH:64])[CH:63]=1)[CH3:56]. Product: [Br:1][C:59]1[C:58]([O:57][CH2:55][CH3:56])=[CH:63][C:62]([OH:64])=[C:61]([CH2:65][CH3:66])[CH:60]=1. The catalyst class is: 22. (2) Reactant: [CH3:1][C:2]1[C:6]([C:7]2[CH:8]=[C:9]3[NH:15][CH:14]=[C:13]([C:16]4[CH:17]=[N:18][N:19]([CH3:21])[CH:20]=4)[C:10]3=[N:11][CH:12]=2)=[C:5]([CH3:22])[O:4][N:3]=1.[CH:23]1(/[CH:28]=[CH:29]/[C:30]#[N:31])[CH2:27][CH2:26][CH2:25][CH2:24]1.C(=O)([O-])[O-].[K+].[K+].O. Product: [CH:23]1([CH:28]([N:15]2[C:9]3[C:10](=[N:11][CH:12]=[C:7]([C:6]4[C:2]([CH3:1])=[N:3][O:4][C:5]=4[CH3:22])[CH:8]=3)[C:13]([C:16]3[CH:17]=[N:18][N:19]([CH3:21])[CH:20]=3)=[CH:14]2)[CH2:29][C:30]#[N:31])[CH2:27][CH2:26][CH2:25][CH2:24]1. The catalyst class is: 16. (3) Reactant: [CH2:1]([P:8]([CH2:18][CH2:19][CH2:20][CH2:21][CH2:22][CH2:23][CH2:24][CH2:25][CH2:26][CH2:27][CH2:28][CH2:29][CH2:30][CH2:31][CH2:32][CH2:33][CH2:34][CH3:35])(N(C(C)C)C(C)C)([O-:10])[O-:9])[C:2]1[CH:7]=[CH:6][CH:5]=[CH:4][CH:3]=1.[CH2:36]([O:43][C@H:44]1[C@@H:49]([O:50][CH2:51][C:52]2[CH:57]=[CH:56][CH:55]=[CH:54][CH:53]=2)[C@H:48]([O:58][CH2:59][C:60]2[CH:65]=[CH:64][CH:63]=[CH:62][CH:61]=2)[C@@H:47]([CH2:66][O:67][CH2:68][C:69]2[CH:74]=[CH:73][CH:72]=[CH:71][CH:70]=2)[O:46][C@@H:45]1[O:75][CH2:76][CH:77]([CH2:79][O:80][C@H:81]1[O:110][C@H:109]([CH2:111][O:112][CH2:113][C:114]2[CH:119]=[CH:118][CH:117]=[CH:116][CH:115]=2)[C@@H:100]([O:101][CH2:102][C:103]2[CH:108]=[CH:107][CH:106]=[CH:105][CH:104]=2)[C@H:91]([O:92][CH2:93][C:94]2[CH:99]=[CH:98][CH:97]=[CH:96][CH:95]=2)[C@@H:82]1[O:83][CH2:84][C:85]1[CH:90]=[CH:89][CH:88]=[CH:87][CH:86]=1)O)[C:37]1[CH:42]=[CH:41][CH:40]=[CH:39][CH:38]=1.N1C=NN=N1.C1C=C(Cl)C=C(C(OO)=O)C=1. Product: [CH2:1]([P:8]([O:9][CH:77]([CH2:79][O:80][C@H:81]1[O:110][C@H:109]([CH2:111][O:112][CH2:113][C:114]2[CH:119]=[CH:118][CH:117]=[CH:116][CH:115]=2)[C@@H:100]([O:101][CH2:102][C:103]2[CH:104]=[CH:105][CH:106]=[CH:107][CH:108]=2)[C@H:91]([O:92][CH2:93][C:94]2[CH:95]=[CH:96][CH:97]=[CH:98][CH:99]=2)[C@@H:82]1[O:83][CH2:84][C:85]1[CH:86]=[CH:87][CH:88]=[CH:89][CH:90]=1)[CH2:76][O:75][C@H:45]1[O:46][C@H:47]([CH2:66][O:67][CH2:68][C:69]2[CH:74]=[CH:73][CH:72]=[CH:71][CH:70]=2)[C@@H:48]([O:58][CH2:59][C:60]2[CH:61]=[CH:62][CH:63]=[CH:64][CH:65]=2)[C@H:49]([O:50][CH2:51][C:52]2[CH:57]=[CH:56][CH:55]=[CH:54][CH:53]=2)[C@@H:44]1[O:43][CH2:36][C:37]1[CH:42]=[CH:41][CH:40]=[CH:39][CH:38]=1)([CH2:18][CH2:19][CH2:20][CH2:21][CH2:22][CH2:23][CH2:24][CH2:25][CH2:26][CH2:27][CH2:28][CH2:29][CH2:30][CH2:31][CH2:32][CH2:33][CH2:34][CH3:35])=[O:10])[C:2]1[CH:3]=[CH:4][CH:5]=[CH:6][CH:7]=1. The catalyst class is: 4. (4) The catalyst class is: 41. Product: [Cl:8][C:6]1[N:5]=[CH:4][N:3]=[C:2]([NH:10][CH3:9])[CH:7]=1. Reactant: Cl[C:2]1[CH:7]=[C:6]([Cl:8])[N:5]=[CH:4][N:3]=1.[CH3:9][NH2:10].C1COCC1.CCOC(C)=O.